The task is: Predict the reactants needed to synthesize the given product.. This data is from Full USPTO retrosynthesis dataset with 1.9M reactions from patents (1976-2016). Given the product [ClH:30].[F:27][C:25]1[CH:24]=[CH:23][C:22]([O:28][CH3:29])=[C:21]([CH:11]2[NH:12][CH2:13][C@H:9]([OH:8])[CH2:10]2)[CH:26]=1, predict the reactants needed to synthesize it. The reactants are: [Si]([O:8][CH:9]1[CH2:13][N:12](C(OC(C)(C)C)=O)[C@@H:11]([C:21]2[CH:26]=[C:25]([F:27])[CH:24]=[CH:23][C:22]=2[O:28][CH3:29])[CH2:10]1)(C(C)(C)C)(C)C.[ClH:30].O1CCOCC1.